From a dataset of Full USPTO retrosynthesis dataset with 1.9M reactions from patents (1976-2016). Predict the reactants needed to synthesize the given product. (1) Given the product [NH2:65][C:62]1[N:63]=[CH:64][C:59]([C:48]2[N:47]=[C:46]3[C:51]([N:52]=[C:44]([N:40]4[CH2:41][CH2:42][N:43]([C:1](=[O:6])[C@@H:2]([OH:3])[CH3:4])[C@H:38]([CH3:37])[CH2:39]4)[N:45]3[CH2:66][C:67]([F:69])([F:68])[F:70])=[C:50]([N:53]3[CH2:54][CH2:55][O:56][CH2:57][CH2:58]3)[N:49]=2)=[CH:60][N:61]=1, predict the reactants needed to synthesize it. The reactants are: [C:1]([OH:6])(=O)[C@H:2]([CH3:4])[OH:3].O.ON1C2C=CC=CC=2N=N1.Cl.CN(CCCN=C=NCC)C.C(N(CC)CC)C.[CH3:37][C@H:38]1[NH:43][CH2:42][CH2:41][N:40]([C:44]2[N:45]([CH2:66][C:67]([F:70])([F:69])[F:68])[C:46]3[C:51]([N:52]=2)=[C:50]([N:53]2[CH2:58][CH2:57][O:56][CH2:55][CH2:54]2)[N:49]=[C:48]([C:59]2[CH:60]=[N:61][C:62]([NH2:65])=[N:63][CH:64]=2)[N:47]=3)[CH2:39]1. (2) Given the product [CH3:11][C:10]1[C:3]2[C:2](=[C:1]([CH3:13])[CH:6]=[CH:5][CH:4]=2)[CH2:7][CH2:8][N:9]=1, predict the reactants needed to synthesize it. The reactants are: [C:1]1([CH3:13])[CH:6]=[CH:5][CH:4]=[CH:3][C:2]=1[CH2:7][CH2:8][NH:9][C:10](=O)[CH3:11].O=P12OP3(OP(OP(O3)(O1)=O)(=O)O2)=O. (3) Given the product [CH3:43][O:42][C:39]1[CH:40]=[CH:41][C:36]([N:1]2[CH:5]=[N:4][C:3]([C:6]3[CH:7]=[CH:8][C:9]([CH3:18])=[C:10]([CH2:12][NH:13][C:14](=[O:17])[O:15][CH3:16])[CH:11]=3)=[N:2]2)=[C:37]([CH3:44])[CH:38]=1, predict the reactants needed to synthesize it. The reactants are: [NH:1]1[CH:5]=[N:4][C:3]([C:6]2[CH:7]=[CH:8][C:9]([CH3:18])=[C:10]([CH2:12][NH:13][C:14](=[O:17])[O:15][CH3:16])[CH:11]=2)=[N:2]1.CN[C@@H]1CCCC[C@H]1NC.C(=O)([O-])[O-].[K+].[K+].Br[C:36]1[CH:41]=[CH:40][C:39]([O:42][CH3:43])=[CH:38][C:37]=1[CH3:44]. (4) The reactants are: CO[C:3]1[C:4]2[C:11]([I:12])=[CH:10][N:9]([C@@H:13]3[O:18][C@H:17]([CH2:19][OH:20])[CH2:16][C@H:14]3[OH:15])[C:5]=2[N:6]=[CH:7][N:8]=1.[NH3:21]. Given the product [NH2:21][C:3]1[C:4]2[C:11]([I:12])=[CH:10][N:9]([C@@H:13]3[O:18][C@H:17]([CH2:19][OH:20])[CH2:16][C@H:14]3[OH:15])[C:5]=2[N:6]=[CH:7][N:8]=1, predict the reactants needed to synthesize it. (5) Given the product [NH2:13][C:7]1[CH:6]=[CH:5][C:4]([N+:1]([O-:3])=[O:2])=[CH:12][C:8]=1[C:9]([O:11][CH3:14])=[O:10], predict the reactants needed to synthesize it. The reactants are: [N+:1]([C:4]1[CH:12]=[C:8]([C:9]([OH:11])=[O:10])[C:7]([NH2:13])=[CH:6][CH:5]=1)([O-:3])=[O:2].[CH:14]1C=CC=CC=1.S(=O)(=O)(O)O. (6) Given the product [S:21]([OH:24])([OH:23])(=[O:22])=[O:20].[CH2:1]([NH:4][C:5]1[N:10]=[C:9]([NH:11][CH2:12][CH2:13][CH3:14])[N:8]=[C:7]([N:15]([CH:17]([CH3:19])[CH3:18])[OH:16])[N:6]=1)[CH2:2][CH3:3], predict the reactants needed to synthesize it. The reactants are: [CH2:1]([NH:4][C:5]1[N:10]=[C:9]([NH:11][CH2:12][CH2:13][CH3:14])[N:8]=[C:7]([N:15]([CH:17]([CH3:19])[CH3:18])[OH:16])[N:6]=1)[CH2:2][CH3:3].[OH:20][S:21]([OH:24])(=[O:23])=[O:22].